This data is from Reaction yield outcomes from USPTO patents with 853,638 reactions. The task is: Predict the reaction yield, written as a fraction of the theoretical maximum amount of product (1.0 means a 100% yield; for example, 0.34 means a 34% yield). The reactants are [F:1][C:2]1[CH:7]=[CH:6][CH:5]=[CH:4][C:3]=1[CH2:8][C:9]([OH:11])=O.C(Cl)(=O)C(Cl)=O.[NH2:18][C:19](=[N:25]O)[C:20]([O:22][CH2:23][CH3:24])=[O:21].C(N(CC)C(C)C)(C)C. The catalyst is ClCCl.CN(C=O)C. The product is [F:1][C:2]1[CH:7]=[CH:6][CH:5]=[CH:4][C:3]=1[CH2:8][C:9]1[O:11][N:25]=[C:19]([C:20]([O:22][CH2:23][CH3:24])=[O:21])[N:18]=1. The yield is 0.140.